This data is from Catalyst prediction with 721,799 reactions and 888 catalyst types from USPTO. The task is: Predict which catalyst facilitates the given reaction. (1) Reactant: [C:1]([O:5][C:6]([N:8]1[CH2:13][CH2:12][CH:11]([CH2:14][CH2:15][C:16]([N:18]2[CH2:23][CH2:22][CH2:21][C@@H:20]([C:24](O)=[O:25])[CH2:19]2)=[O:17])[CH2:10][CH2:9]1)=[O:7])([CH3:4])([CH3:3])[CH3:2].C(Cl)(=O)C(Cl)=O.Cl.[CH3:34][O:35][C:36](=[O:51])[C@@H:37]([NH:40][C:41]([O:43][CH2:44][C:45]1[CH:50]=[CH:49][CH:48]=[CH:47][CH:46]=1)=[O:42])[CH2:38][NH2:39].C[Si](C)(C)NC(=O)C. Product: [CH3:34][O:35][C:36](=[O:51])[C@@H:37]([NH:40][C:41]([O:43][CH2:44][C:45]1[CH:46]=[CH:47][CH:48]=[CH:49][CH:50]=1)=[O:42])[CH2:38][NH:39][C:24]([C@@H:20]1[CH2:21][CH2:22][CH2:23][N:18]([C:16](=[O:17])[CH2:15][CH2:14][CH:11]2[CH2:12][CH2:13][N:8]([C:6]([O:5][C:1]([CH3:3])([CH3:2])[CH3:4])=[O:7])[CH2:9][CH2:10]2)[CH2:19]1)=[O:25]. The catalyst class is: 120. (2) Reactant: [CH2:1]([C:5]1[N:10]2[N:11]=[CH:12][N:13]=[C:9]2[N:8]([CH:14]2[CH2:23][CH2:22][C:17]3(OCC[O:18]3)[CH2:16][CH2:15]2)[C:7](=[O:24])[C:6]=1[CH2:25][C:26]1[CH:31]=[CH:30][C:29]([C:32]2[CH:37]=[CH:36][CH:35]=[CH:34][C:33]=2[C:38]2[NH:42][C:41](=[O:43])[O:40][N:39]=2)=[CH:28][CH:27]=1)[CH2:2][CH2:3][CH3:4].Cl.O1CCCC1. Product: [CH2:1]([C:5]1[N:10]2[N:11]=[CH:12][N:13]=[C:9]2[N:8]([CH:14]2[CH2:23][CH2:22][C:17](=[O:18])[CH2:16][CH2:15]2)[C:7](=[O:24])[C:6]=1[CH2:25][C:26]1[CH:31]=[CH:30][C:29]([C:32]2[CH:37]=[CH:36][CH:35]=[CH:34][C:33]=2[C:38]2[NH:42][C:41](=[O:43])[O:40][N:39]=2)=[CH:28][CH:27]=1)[CH2:2][CH2:3][CH3:4]. The catalyst class is: 13. (3) Reactant: [CH3:1][C:2]1[C:6]([CH3:7])=[C:5]([NH:8][C:9](=[O:16])OCC(Cl)(Cl)Cl)[O:4][N:3]=1.[F:17][C:18]1[C:23]([F:24])=[CH:22][CH:21]=[CH:20][C:19]=1[C:25]1[CH:30]=[C:29]([N:31]2[CH2:36][CH2:35][NH:34][CH2:33][CH2:32]2)[N:28]=[CH:27][N:26]=1. Product: [F:17][C:18]1[C:23]([F:24])=[CH:22][CH:21]=[CH:20][C:19]=1[C:25]1[N:26]=[CH:27][N:28]=[C:29]([N:31]2[CH2:36][CH2:35][N:34]([C:9]([NH:8][C:5]3[O:4][N:3]=[C:2]([CH3:1])[C:6]=3[CH3:7])=[O:16])[CH2:33][CH2:32]2)[CH:30]=1. The catalyst class is: 188. (4) Reactant: [I:1][C:2]1[CH:3]=[C:4]([CH:8]=[CH:9][C:10]=1[OH:11])[C:5]([OH:7])=[O:6].S(=O)(=O)(O)O.O.[C:18](=O)(O)[O-].[Na+]. Product: [I:1][C:2]1[CH:3]=[C:4]([CH:8]=[CH:9][C:10]=1[OH:11])[C:5]([O:7][CH3:18])=[O:6]. The catalyst class is: 5. (5) Reactant: Cl[S:2]([C:5]1[CH:14]=[CH:13][C:8]([C:9]([O:11][CH3:12])=[O:10])=[C:7]([O:15][CH2:16][CH3:17])[CH:6]=1)(=[O:4])=[O:3].[CH3:18][NH:19][CH3:20]. Product: [CH3:18][N:19]([CH3:20])[S:2]([C:5]1[CH:14]=[CH:13][C:8]([C:9]([O:11][CH3:12])=[O:10])=[C:7]([O:15][CH2:16][CH3:17])[CH:6]=1)(=[O:4])=[O:3]. The catalyst class is: 2.